This data is from Forward reaction prediction with 1.9M reactions from USPTO patents (1976-2016). The task is: Predict the product of the given reaction. (1) Given the reactants [Cl:1][C:2]1[CH:3]=[CH:4][C:5]([C:13]([OH:15])=O)=[N:6][C:7]=1[O:8][CH2:9][CH:10]1[CH2:12][CH2:11]1.[CH3:16][C:17]([CH3:25])([C:19]1[N:23]=[C:22]([CH3:24])[O:21][N:20]=1)[NH2:18], predict the reaction product. The product is: [CH3:16][C:17]([NH:18][C:13]([C:5]1[CH:4]=[CH:3][C:2]([Cl:1])=[C:7]([O:8][CH2:9][CH:10]2[CH2:11][CH2:12]2)[N:6]=1)=[O:15])([C:19]1[N:23]=[C:22]([CH3:24])[O:21][N:20]=1)[CH3:25]. (2) Given the reactants [F:1][C:2]1([F:18])[C:10]2[C:5](=[CH:6][CH:7]=[CH:8][C:9]=2[CH:11]([OH:16])[C:12]([F:15])([F:14])F)[NH:4][C:3]1=[O:17].F[C:20]1(F)[C:28]2[C:23](=[CH:24][CH:25]=[CH:26][C:27]=2[CH:29](O)[CH2:30]F)N[C:21]1=[O:33], predict the reaction product. The product is: [F:15][CH:12]([F:14])[CH:11]([C:9]1[CH:8]=[CH:7][CH:6]=[C:5]2[C:10]=1[C:2]([F:1])([F:18])[C:3](=[O:17])[NH:4]2)[O:16][C@:26]12[CH2:25][CH2:24][CH2:23][C@@:28]1([CH2:27][CH:29]=[CH2:30])[CH2:20][CH2:21][O:33]2. (3) The product is: [OH:5][CH2:6][CH:7]([NH:31][C:32](=[O:34])[CH3:33])[CH:13]1[CH2:22][CH2:21][C:20]2[C:15](=[CH:16][CH:17]=[C:18]([CH2:23][CH2:24][CH2:25][CH2:26][CH2:27][CH2:28][CH2:29][CH3:30])[CH:19]=2)[CH2:14]1. Given the reactants [AlH4-].[Li+].C([O:5][C:6](=O)[C:7]([NH:31][C:32](=[O:34])[CH3:33])([CH:13]1[CH2:22][CH2:21][C:20]2[C:15](=[CH:16][CH:17]=[C:18]([CH2:23][CH2:24][CH2:25][CH2:26][CH2:27][CH2:28][CH2:29][CH3:30])[CH:19]=2)[CH2:14]1)C(OCC)=O)C, predict the reaction product. (4) Given the reactants [C:1]([O:5][C:6]([NH:8][C:9]1[O:17][C:16]2[C:11](=[N:12][CH:13]=[C:14]([CH:18]3[CH2:20][CH2:19]3)[CH:15]=2)[C:10]=1[C:21]([O:23]CC)=[O:22])=[O:7])([CH3:4])([CH3:3])[CH3:2].O[Li].O, predict the reaction product. The product is: [C:1]([O:5][C:6]([NH:8][C:9]1[O:17][C:16]2[C:11](=[N:12][CH:13]=[C:14]([CH:18]3[CH2:19][CH2:20]3)[CH:15]=2)[C:10]=1[C:21]([OH:23])=[O:22])=[O:7])([CH3:4])([CH3:2])[CH3:3].